Dataset: Catalyst prediction with 721,799 reactions and 888 catalyst types from USPTO. Task: Predict which catalyst facilitates the given reaction. (1) Reactant: C(N(CC)CC)C.[CH2:8]([O:15][C:16]1[CH:21]=[C:20]([CH3:22])[C:19]([CH:23]2[C:31](=[O:32])[CH:30]3[CH:25]([CH:26]4[O:33][CH:29]3[CH:28]=[CH:27]4)[C:24]2=[O:34])=[C:18]([CH3:35])[CH:17]=1)[C:9]1[CH:14]=[CH:13][CH:12]=[CH:11][CH:10]=1.[CH3:36][C:37]([CH3:42])([CH3:41])[C:38](Cl)=[O:39]. Product: [CH3:36][C:37]([CH3:42])([CH3:41])[C:38]([O:32][C:31]1[CH:30]2[CH:25]([C:24](=[O:34])[C:23]=1[C:19]1[C:18]([CH3:35])=[CH:17][C:16]([O:15][CH2:8][C:9]3[CH:14]=[CH:13][CH:12]=[CH:11][CH:10]=3)=[CH:21][C:20]=1[CH3:22])[CH:26]1[O:33][CH:29]2[CH:28]=[CH:27]1)=[O:39]. The catalyst class is: 4. (2) Reactant: [O:1]=[C:2]1[NH:7][CH2:6][CH:5]([C:8]2[N:9]=[CH:10][C:11]([NH:14]C(=O)OC(C)(C)C)=[N:12][CH:13]=2)[CH2:4][CH2:3]1.Cl. Product: [NH2:14][C:11]1[N:12]=[CH:13][C:8]([CH:5]2[CH2:6][NH:7][C:2](=[O:1])[CH2:3][CH2:4]2)=[N:9][CH:10]=1. The catalyst class is: 5. (3) Reactant: [CH3:1][O:2][C:3](=[O:15])[CH2:4][C:5]1[CH:10]=[CH:9][C:8]([C:11](=[NH:14])[NH:12][OH:13])=[CH:7][CH:6]=1.[F:16][C:17]([F:28])([F:27])[C:18](O[C:18](=O)[C:17]([F:28])([F:27])[F:16])=O. Product: [CH3:1][O:2][C:3](=[O:15])[CH2:4][C:5]1[CH:6]=[CH:7][C:8]([C:11]2[N:14]=[C:18]([C:17]([F:28])([F:27])[F:16])[O:13][N:12]=2)=[CH:9][CH:10]=1. The catalyst class is: 1. (4) Reactant: [CH3:1][C:2]1[CH:23]=[CH:22][CH:21]=[C:20]([CH3:24])[C:3]=1[CH2:4][NH:5][C:6]1[C:7]2[N:8]([C:15]([CH3:19])=[C:16]([CH3:18])[N:17]=2)[CH:9]=[C:10]([C:12]([OH:14])=O)[CH:11]=1.C(N(C(C)C)CC)(C)C.[B-](F)(F)(F)F.CN(C(ON1N=NC2C1=CC=CC=2)=[N+](C)C)C.[NH2:56][CH2:57][C@@H:58]([OH:60])[CH3:59]. Product: [CH3:1][C:2]1[CH:23]=[CH:22][CH:21]=[C:20]([CH3:24])[C:3]=1[CH2:4][NH:5][C:6]1[C:7]2[N:8]([C:15]([CH3:19])=[C:16]([CH3:18])[N:17]=2)[CH:9]=[C:10]([C:12]([NH:56][CH2:57][C@@H:58]([OH:60])[CH3:59])=[O:14])[CH:11]=1. The catalyst class is: 145. (5) Reactant: C(O[CH:5]1[O:17][C@H:16]([CH2:18][O:19][C:20]([C:22]2[CH:27]=[CH:26][C:25]([CH3:28])=[CH:24][CH:23]=2)=[O:21])[C@@H:15]([F:29])[C@H:6]1[O:7][CH2:8][C:9]1[CH:14]=[CH:13][CH:12]=[CH:11][CH:10]=1)(=O)C.Br.CC(O)=O.[NH2:35][C:36]1[N:37]=[C:38]([Cl:45])[C:39]2[CH:44]=[CH:43][NH:42][C:40]=2[N:41]=1.[H-].[Na+]. Product: [NH2:35][C:36]1[N:37]=[C:38]([Cl:45])[C:39]2[CH:44]=[CH:43][N:42]([C@@H:5]3[O:17][C@H:16]([CH2:18][O:19][C:20]([C:22]4[CH:27]=[CH:26][C:25]([CH3:28])=[CH:24][CH:23]=4)=[O:21])[C@@H:15]([F:29])[C@H:6]3[O:7][CH2:8][C:9]3[CH:10]=[CH:11][CH:12]=[CH:13][CH:14]=3)[C:40]=2[N:41]=1. The catalyst class is: 759.